Dataset: Forward reaction prediction with 1.9M reactions from USPTO patents (1976-2016). Task: Predict the product of the given reaction. (1) Given the reactants Br[CH:2]1[CH2:10][CH2:9][C:8]2[NH:7][N:6]=[C:5]([C:11]([F:14])([F:13])[F:12])[C:4]=2[C:3]1=[O:15].C(=O)([O-])[O-].[Li+].[Li+].[Br-].[Li+], predict the reaction product. The product is: [OH:15][C:3]1[CH:2]=[CH:10][CH:9]=[C:8]2[C:4]=1[C:5]([C:11]([F:14])([F:13])[F:12])=[N:6][NH:7]2. (2) Given the reactants [ClH:1].C(OCC)(=O)C.C(OC([NH:15][C@H:16]([C:37]([O:39][CH3:40])=[O:38])[CH2:17][C:18]1[CH:19]=[N:20][C:21]([N:24]2[C:29](=[O:30])[C:28]3[CH:31]=[CH:32][N:33]=[CH:34][C:27]=3[N:26]([CH3:35])[C:25]2=[O:36])=[CH:22][CH:23]=1)=O)(C)(C)C, predict the reaction product. The product is: [ClH:1].[CH3:35][N:26]1[C:27]2[CH:34]=[N:33][CH:32]=[CH:31][C:28]=2[C:29](=[O:30])[N:24]([C:21]2[N:20]=[CH:19][C:18]([CH2:17][C@@H:16]([C:37]([O:39][CH3:40])=[O:38])[NH2:15])=[CH:23][CH:22]=2)[C:25]1=[O:36]. (3) Given the reactants [CH2:1]([O:5][C:6]1[C:18](Cl)=[CH:17][C:9]([C:10]([O:12][C:13]([CH3:16])([CH3:15])[CH3:14])=[O:11])=[C:8]([F:20])[CH:7]=1)[CH2:2][CH2:3][CH3:4].[CH:21]1(B(O)O)[CH2:23][CH2:22]1.P([O-])([O-])([O-])=O.[K+].[K+].[K+].F[B-](F)(F)F.C1(P(C2CCCCC2)C2CCCCC2)CCCCC1, predict the reaction product. The product is: [CH2:1]([O:5][C:6]1[C:18]([CH:21]2[CH2:23][CH2:22]2)=[CH:17][C:9]([C:10]([O:12][C:13]([CH3:16])([CH3:15])[CH3:14])=[O:11])=[C:8]([F:20])[CH:7]=1)[CH2:2][CH2:3][CH3:4]. (4) Given the reactants COC(=O)[C@H]([O:11][C:12]1[C:13](=[O:45])[N:14]([C:38]2[N:39]=[N:40][C:41]([CH3:44])=[CH:42][CH:43]=2)[C@H:15]([C:28]2[CH:33]=[CH:32][C:31]([C:34]([F:37])([F:36])[F:35])=[CH:30][CH:29]=2)[C:16]=1[C:17](=[O:27])[C:18]1[CH:23]=[CH:22][C:21]([CH:24]([CH3:26])[CH3:25])=[CH:20][CH:19]=1)C1C=CC=CC=1, predict the reaction product. The product is: [OH:11][C:12]1[C:13](=[O:45])[N:14]([C:38]2[N:39]=[N:40][C:41]([CH3:44])=[CH:42][CH:43]=2)[C@H:15]([C:28]2[CH:33]=[CH:32][C:31]([C:34]([F:36])([F:37])[F:35])=[CH:30][CH:29]=2)[C:16]=1[C:17](=[O:27])[C:18]1[CH:23]=[CH:22][C:21]([CH:24]([CH3:26])[CH3:25])=[CH:20][CH:19]=1. (5) Given the reactants [C:1]([C@@:3]1([OH:19])[C@H:7]([OH:8])[C@@H:6]([CH2:9][OH:10])[O:5][C@H:4]1[N:11]1[CH:16]=[CH:15][C:14](=[O:17])[NH:13][C:12]1=[O:18])#[CH:2].CN(C1C2C(N(C)C)=CC=CC=2C=CC=1)C.[P:36](Cl)(Cl)(=[O:44])[O:37][C:38]1[CH:43]=[CH:42][CH:41]=[CH:40][CH:39]=1.[NH2:47][C@@H:48]([CH3:58])[C:49]([O:51][CH:52]1[CH2:57][CH2:56][CH2:55][CH2:54][CH2:53]1)=[O:50].C(N(CC)CC)C, predict the reaction product. The product is: [O:18]=[C:12]1[NH:13][C:14](=[O:17])[CH:15]=[CH:16][N:11]1[C@@H:4]1[O:5][C@H:6]([CH2:9][O:10][P:36]([NH:47][C@@H:48]([CH3:58])[C:49]([O:51][CH:52]2[CH2:57][CH2:56][CH2:55][CH2:54][CH2:53]2)=[O:50])([O:37][C:38]2[CH:43]=[CH:42][CH:41]=[CH:40][CH:39]=2)=[O:44])[C@@H:7]([OH:8])[C@@:3]1([C:1]#[CH:2])[OH:19]. (6) The product is: [ClH:2].[F:45][C:4]1[CH:5]=[C:6]2[C:11](=[CH:12][CH:3]=1)[N:10]=[C:9]([CH2:13][O:14][C:15]1[CH:20]=[CH:19][C:18]([C:21]3[C:25]([C:26]4[CH:31]=[CH:30][N:29]=[CH:28][CH:27]=4)=[CH:24][N:23]([CH3:32])[N:22]=3)=[CH:17][CH:16]=1)[CH:8]=[CH:7]2. Given the reactants Cl.[Cl:2][C:3]1[CH:12]=[C:11]2[C:6]([CH:7]=[CH:8][C:9]([CH2:13][O:14][C:15]3[CH:20]=[CH:19][C:18]([C:21]4[C:25]([C:26]5[CH:31]=[CH:30][N:29]=[CH:28][CH:27]=5)=[CH:24][N:23]([CH3:32])[N:22]=4)=[CH:17][CH:16]=3)=[N:10]2)=[CH:5][CH:4]=1.ClCC1C=CC2C(=CC=C([F:45])C=2)N=1, predict the reaction product. (7) The product is: [NH2:16][C:17]1([C:22]2[N:30]=[C:29]([Cl:31])[CH:28]=[CH:27][C:23]=2[C:24]([F:7])=[O:25])[CH2:21][CH2:20][CH2:19][CH2:18]1. Given the reactants N1C=CC=CC=1.[F:7]N1N=C(F)C=C(F)N1.[NH2:16][C:17]1([C:22]2[N:30]=[C:29]([Cl:31])[CH:28]=[CH:27][C:23]=2[C:24](O)=[O:25])[CH2:21][CH2:20][CH2:19][CH2:18]1, predict the reaction product. (8) Given the reactants C(N(CC)C(C)C)(C)C.[NH2:10][CH2:11][CH2:12][O:13][CH2:14][CH2:15][O:16][CH2:17][CH2:18][O:19][C:20]1[C:25]([Cl:26])=[CH:24][C:23]([NH:27][C:28]2[CH:36]=[CH:35][CH:34]=[CH:33][C:29]=2[C:30]([OH:32])=[O:31])=[CH:22][C:21]=1[Cl:37].[CH:38]1[C:43]([N:44]=[C:45]=[S:46])=[CH:42][C:41]2[C:47]([O:49][C:50]3([C:60]4[CH:61]=[CH:62][C:63]([OH:65])=[CH:64][C:59]=4[O:58][C:52]4[CH:53]=[C:54]([OH:57])[CH:55]=[CH:56][C:51]3=4)[C:40]=2[CH:39]=1)=[O:48], predict the reaction product. The product is: [Cl:37][C:21]1[CH:22]=[C:23]([NH:27][C:28]2[CH:36]=[CH:35][CH:34]=[CH:33][C:29]=2[C:30]([OH:32])=[O:31])[CH:24]=[C:25]([Cl:26])[C:20]=1[O:19][CH2:18][CH2:17][O:16][CH2:15][CH2:14][O:13][CH2:12][CH2:11][NH:10][C:45]([NH:44][C:43]1[CH:42]=[C:41]2[C:40](=[CH:39][CH:38]=1)[C:50]1([C:51]3[CH:56]=[CH:55][C:54]([OH:57])=[CH:53][C:52]=3[O:58][C:59]3[C:60]1=[CH:61][CH:62]=[C:63]([OH:65])[CH:64]=3)[O:49][C:47]2=[O:48])=[S:46]. (9) Given the reactants [C:1]([O:5][C:6]([NH:8][C@H:9]([CH2:14][C:15]1[CH:20]=[C:19]([F:21])[C:18]([F:22])=[CH:17][C:16]=1[F:23])[CH2:10][C:11]([OH:13])=O)=[O:7])([CH3:4])([CH3:3])[CH3:2].C1C=CC2N(O)N=NC=2C=1.C(Cl)CCl.[CH3:38][C@H:39]1[NH:45][CH2:44][C@@H:43]([CH3:46])[CH2:42][NH:41][C:40]1=[O:47], predict the reaction product. The product is: [C:1]([O:5][C:6]([NH:8][C@H:9]([CH2:14][C:15]1[CH:20]=[C:19]([F:21])[C:18]([F:22])=[CH:17][C:16]=1[F:23])[CH2:10][C:11]([N:45]1[CH2:44][C@@H:43]([CH3:46])[CH2:42][NH:41][C:40](=[O:47])[C@H:39]1[CH3:38])=[O:13])=[O:7])([CH3:2])([CH3:3])[CH3:4].